Regression. Given two drug SMILES strings and cell line genomic features, predict the synergy score measuring deviation from expected non-interaction effect. From a dataset of NCI-60 drug combinations with 297,098 pairs across 59 cell lines. (1) Drug 1: CC12CCC3C(C1CCC2=O)CC(=C)C4=CC(=O)C=CC34C. Drug 2: CC1=C2C(C(=O)C3(C(CC4C(C3C(C(C2(C)C)(CC1OC(=O)C(C(C5=CC=CC=C5)NC(=O)C6=CC=CC=C6)O)O)OC(=O)C7=CC=CC=C7)(CO4)OC(=O)C)O)C)OC(=O)C. Cell line: A498. Synergy scores: CSS=41.6, Synergy_ZIP=-2.74, Synergy_Bliss=-1.07, Synergy_Loewe=-3.83, Synergy_HSA=0.371. (2) Drug 1: CS(=O)(=O)C1=CC(=C(C=C1)C(=O)NC2=CC(=C(C=C2)Cl)C3=CC=CC=N3)Cl. Drug 2: C1CCC(CC1)NC(=O)N(CCCl)N=O. Cell line: ACHN. Synergy scores: CSS=21.1, Synergy_ZIP=8.37, Synergy_Bliss=8.74, Synergy_Loewe=0.558, Synergy_HSA=7.10. (3) Drug 1: CNC(=O)C1=NC=CC(=C1)OC2=CC=C(C=C2)NC(=O)NC3=CC(=C(C=C3)Cl)C(F)(F)F. Drug 2: C1CN(CCN1C(=O)CCBr)C(=O)CCBr. Cell line: HOP-92. Synergy scores: CSS=11.4, Synergy_ZIP=-2.79, Synergy_Bliss=-4.48, Synergy_Loewe=-12.5, Synergy_HSA=-7.59. (4) Drug 1: C1=CC(=C2C(=C1NCCNCCO)C(=O)C3=C(C=CC(=C3C2=O)O)O)NCCNCCO. Drug 2: CCN(CC)CCNC(=O)C1=C(NC(=C1C)C=C2C3=C(C=CC(=C3)F)NC2=O)C. Cell line: SR. Synergy scores: CSS=53.6, Synergy_ZIP=0.840, Synergy_Bliss=-1.66, Synergy_Loewe=-26.6, Synergy_HSA=-2.78. (5) Drug 1: CC1=C(C=C(C=C1)NC(=O)C2=CC=C(C=C2)CN3CCN(CC3)C)NC4=NC=CC(=N4)C5=CN=CC=C5. Drug 2: CN(CCCl)CCCl.Cl. Cell line: HS 578T. Synergy scores: CSS=11.0, Synergy_ZIP=-4.84, Synergy_Bliss=-4.80, Synergy_Loewe=-9.60, Synergy_HSA=-4.39. (6) Drug 1: CC1=C2C(C(=O)C3(C(CC4C(C3C(C(C2(C)C)(CC1OC(=O)C(C(C5=CC=CC=C5)NC(=O)C6=CC=CC=C6)O)O)OC(=O)C7=CC=CC=C7)(CO4)OC(=O)C)O)C)OC(=O)C. Drug 2: C1=CN(C=N1)CC(O)(P(=O)(O)O)P(=O)(O)O. Cell line: UACC62. Synergy scores: CSS=10.4, Synergy_ZIP=-5.18, Synergy_Bliss=-4.98, Synergy_Loewe=-12.1, Synergy_HSA=-4.19. (7) Drug 1: CN(C)C1=NC(=NC(=N1)N(C)C)N(C)C. Drug 2: C(CC(=O)O)C(=O)CN.Cl. Cell line: A498. Synergy scores: CSS=-2.59, Synergy_ZIP=0.158, Synergy_Bliss=-0.908, Synergy_Loewe=-8.64, Synergy_HSA=-5.82. (8) Drug 1: CC(C1=C(C=CC(=C1Cl)F)Cl)OC2=C(N=CC(=C2)C3=CN(N=C3)C4CCNCC4)N. Drug 2: C1C(C(OC1N2C=C(C(=O)NC2=O)F)CO)O. Cell line: SF-268. Synergy scores: CSS=10.6, Synergy_ZIP=-10.0, Synergy_Bliss=-13.8, Synergy_Loewe=-26.7, Synergy_HSA=-14.3. (9) Drug 1: C1=NC2=C(N1)C(=S)N=C(N2)N. Drug 2: CC1=C2C(C(=O)C3(C(CC4C(C3C(C(C2(C)C)(CC1OC(=O)C(C(C5=CC=CC=C5)NC(=O)OC(C)(C)C)O)O)OC(=O)C6=CC=CC=C6)(CO4)OC(=O)C)O)C)O. Cell line: SK-OV-3. Synergy scores: CSS=61.5, Synergy_ZIP=-2.49, Synergy_Bliss=-2.35, Synergy_Loewe=-0.130, Synergy_HSA=2.59.